Dataset: Tox21: 12 toxicity assays (nuclear receptors and stress response pathways). Task: Binary classification across 12 toxicity assays. The drug is CC/C(=C(/CC)c1ccc(O)cc1)c1ccc(O)cc1. It tested positive (active) for: NR-ER (Estrogen Receptor agonist activity), NR-ER-LBD (Estrogen Receptor Ligand Binding Domain agonist), SR-ARE (Antioxidant Response Element (oxidative stress)), SR-HSE (Heat Shock Element response), SR-MMP (Mitochondrial Membrane Potential disruption), and SR-p53 (p53 tumor suppressor activation).